Predict the product of the given reaction. From a dataset of Forward reaction prediction with 1.9M reactions from USPTO patents (1976-2016). (1) Given the reactants C[O:2][C:3]1[C:4]([C:21]#[C:22][C:23]2[CH:24]=[N:25][N:26]([CH3:28])[CH:27]=2)=[N:5][CH:6]=[C:7]([O:19][CH3:20])[C:8]=1[O:9][CH2:10][C:11]1[CH:16]=[CH:15][C:14]([O:17][CH3:18])=[CH:13][CH:12]=1.F[B-](F)(F)F.[IH2+:34].N1C=CC=CC=1.N1C=CC=CC=1, predict the reaction product. The product is: [I:34][C:21]1[C:4]2=[N:5][CH:6]=[C:7]([O:19][CH3:20])[C:8]([O:9][CH2:10][C:11]3[CH:16]=[CH:15][C:14]([O:17][CH3:18])=[CH:13][CH:12]=3)=[C:3]2[O:2][C:22]=1[C:23]1[CH:24]=[N:25][N:26]([CH3:28])[CH:27]=1. (2) Given the reactants [CH3:1][O:2][C:3]1[CH:22]=[CH:21][C:6]([CH2:7][CH:8]2[C:12]3=[N:13][C:14]4[CH:19]=[CH:18][CH:17]=[CH:16][C:15]=4[N:11]3[C:10](=[O:20])[NH:9]2)=[CH:5][CH:4]=1.Cl.Cl.[CH3:25][O:26][C@H:27]1[CH2:32][CH2:31][C@H:30]([NH2:33])[CH2:29][CH2:28]1.C(O)(C(F)(F)F)=O, predict the reaction product. The product is: [NH:13]1[C:14]2[CH:19]=[CH:18][CH:17]=[CH:16][C:15]=2[N:11]=[C:12]1[CH:8]([NH:9][C:10]([NH:33][C@H:30]1[CH2:31][CH2:32][C@H:27]([O:26][CH3:25])[CH2:28][CH2:29]1)=[O:20])[CH2:7][C:6]1[CH:21]=[CH:22][C:3]([O:2][CH3:1])=[CH:4][CH:5]=1. (3) Given the reactants [C:1](Cl)(Cl)=[O:2].C1(C)C=CC=CC=1.CS(O)(=O)=O.[CH3:17][CH:18]([CH3:29])[CH2:19][CH:20]([NH2:28])[CH2:21][CH2:22][C:23]1[S:24][CH:25]=[CH:26][CH:27]=1.[CH3:17][CH:18]([CH3:29])[CH2:19][CH:20]([NH2:28])[CH2:21][CH2:22][C:23]1[S:24][CH:25]=[CH:26][CH:27]=1, predict the reaction product. The product is: [N:28]([CH:20]([CH2:19][CH:18]([CH3:29])[CH3:17])[CH2:21][CH2:22][C:23]1[S:24][CH:25]=[CH:26][CH:27]=1)=[C:1]=[O:2]. (4) Given the reactants [C:1]12([NH:11][CH2:12][C:13]3[CH:18]=[CH:17][C:16](Br)=[CH:15][N:14]=3)[CH2:10][CH:5]3[CH2:6][CH:7]([CH2:9][CH:3]([CH2:4]3)[CH2:2]1)[CH2:8]2.[Cl:20][C:21]1[CH:26]=[CH:25][CH:24]=[CH:23][C:22]=1B(O)O, predict the reaction product. The product is: [C:1]12([NH:11][CH2:12][C:13]3[CH:18]=[CH:17][C:16]([C:22]4[CH:23]=[CH:24][CH:25]=[CH:26][C:21]=4[Cl:20])=[CH:15][N:14]=3)[CH2:10][CH:5]3[CH2:6][CH:7]([CH2:9][CH:3]([CH2:4]3)[CH2:2]1)[CH2:8]2. (5) The product is: [NH:19]1[C:27]2[C:22](=[C:23]([C:2]3[N:7]=[C:6]4[N:8]([CH3:11])[N:9]=[CH:10][C:5]4=[C:4]([N:12]4[CH2:17][CH2:16][N:15]([CH3:18])[CH2:14][CH2:13]4)[N:3]=3)[CH:24]=[CH:25][CH:26]=2)[CH:21]=[N:20]1. Given the reactants Cl[C:2]1[N:7]=[C:6]2[N:8]([CH3:11])[N:9]=[CH:10][C:5]2=[C:4]([N:12]2[CH2:17][CH2:16][N:15]([CH3:18])[CH2:14][CH2:13]2)[N:3]=1.[NH:19]1[C:27]2[C:22](=[CH:23][CH:24]=[CH:25][CH:26]=2)[C:21](B2OC(C)(C)C(C)(C)O2)=[N:20]1, predict the reaction product. (6) Given the reactants Cl[C:2]1[C:3]2[C:4](=[CH:13][N:14](CC3C=CC(OC)=CC=3)[N:15]=2)[N:5]=[C:6]([C:8]2[O:9][CH:10]=[CH:11][N:12]=2)[N:7]=1.[NH2:25][C:26]1[CH:35]=[C:34]2[C:29]([CH2:30][CH2:31][C:32](=[O:36])[NH:33]2)=[CH:28][CH:27]=1.Cl, predict the reaction product. The product is: [O:9]1[CH:10]=[CH:11][N:12]=[C:8]1[C:6]1[N:7]=[C:2]([NH:25][C:26]2[CH:35]=[C:34]3[C:29]([CH2:30][CH2:31][C:32](=[O:36])[NH:33]3)=[CH:28][CH:27]=2)[C:3]2[NH:15][N:14]=[CH:13][C:4]=2[N:5]=1. (7) Given the reactants O.[CH3:2][C@H:3]([OH:7])[C:4]([OH:6])=[O:5].[CH3:8]O, predict the reaction product. The product is: [C:4]([O:6][CH3:8])(=[O:5])[CH:3]([CH3:2])[OH:7].[C:4]([OH:6])(=[O:5])[C@H:3]([CH3:2])[OH:7].